Dataset: Forward reaction prediction with 1.9M reactions from USPTO patents (1976-2016). Task: Predict the product of the given reaction. (1) Given the reactants [NH:1]1[CH2:6][CH2:5][CH:4]([OH:7])[CH2:3][CH2:2]1.C1(P(C2C=CC=CC=2)C2C=CC=CC=2)C=CC=CC=1.O[C:28]1[CH:38]=[CH:37][C:31]([C:32]([O:34][CH2:35][CH3:36])=[O:33])=[CH:30][CH:29]=1.N(C(OCC)=O)=NC(OCC)=O, predict the reaction product. The product is: [CH3:6][N:1]1[CH2:2][CH2:3][CH:4]([O:7][C:28]2[CH:38]=[CH:37][C:31]([C:32]([O:34][CH2:35][CH3:36])=[O:33])=[CH:30][CH:29]=2)[CH2:5]1. (2) Given the reactants [F:1][C:2]1[C:3]([NH:19][C:20]2[CH:25]=[CH:24][C:23]([I:26])=[CH:22][C:21]=2[F:27])=[C:4]([C:9]([N:11]2[CH2:14][C:13]([CH2:16][CH:17]=O)([OH:15])[CH2:12]2)=[O:10])[CH:5]=[CH:6][C:7]=1[F:8].[CH:28]([NH2:31])([CH3:30])[CH3:29].C(O[BH-](OC(=O)C)OC(=O)C)(=O)C.[Na+], predict the reaction product. The product is: [F:1][C:2]1[C:3]([NH:19][C:20]2[CH:25]=[CH:24][C:23]([I:26])=[CH:22][C:21]=2[F:27])=[C:4]([C:9]([N:11]2[CH2:12][C:13]([CH2:16][CH2:17][NH:31][CH:28]([CH3:30])[CH3:29])([OH:15])[CH2:14]2)=[O:10])[CH:5]=[CH:6][C:7]=1[F:8]. (3) Given the reactants [Cl:1][C:2]1[C:3]([C:14]([OH:16])=O)=[N:4][O:5][C:6]=1[C:7]1[CH:12]=[CH:11][C:10]([Cl:13])=[CH:9][CH:8]=1.F[P-](F)(F)(F)(F)F.N1(OC(N(C)C)=[N+](C)C)C2N=CC=CC=2N=N1.[NH2:41][C@@H:42]1[CH2:47][CH2:46][CH2:45][C@H:44]([OH:48])[CH2:43]1, predict the reaction product. The product is: [Cl:1][C:2]1[C:3]([C:14]([NH:41][C@@H:42]2[CH2:47][CH2:46][CH2:45][C@H:44]([OH:48])[CH2:43]2)=[O:16])=[N:4][O:5][C:6]=1[C:7]1[CH:8]=[CH:9][C:10]([Cl:13])=[CH:11][CH:12]=1. (4) The product is: [F:1][C:2]1[CH:32]=[CH:31][CH:30]=[CH:29][C:3]=1[CH2:4][N:5]1[C:13]2[C:8](=[CH:9][CH:10]=[CH:11][CH:12]=2)[C:7]([C:14]2[N:19]=[C:18]([NH:20][C:21]3[CH:26]=[CH:25][N:24]=[CH:23][N:22]=3)[C:17]([OH:27])=[CH:16][N:15]=2)=[N:6]1. Given the reactants [F:1][C:2]1[CH:32]=[CH:31][CH:30]=[CH:29][C:3]=1[CH2:4][N:5]1[C:13]2[C:8](=[CH:9][CH:10]=[CH:11][CH:12]=2)[C:7]([C:14]2[N:19]=[C:18]([NH:20][C:21]3[CH:26]=[CH:25][N:24]=[CH:23][N:22]=3)[C:17]([O:27]C)=[CH:16][N:15]=2)=[N:6]1.[S-2].[Na+].[Na+].[Cl-].[NH4+].C(OCC)(=O)C, predict the reaction product. (5) Given the reactants [NH2:1][C:2]1[C:3]([OH:14])=[N:4][CH:5]=[C:6]([S:8]([C:10]([F:13])([F:12])[F:11])=[O:9])[CH:7]=1.[CH2:15]([S:17][C:18]1[C:19]([C:28](O)=[O:29])=[N:20][CH:21]=[C:22]([C:24]([F:27])([F:26])[F:25])[CH:23]=1)[CH3:16].CCN=C=NCCCN(C)C.Cl.N1C=CC=CC=1, predict the reaction product. The product is: [CH2:15]([S:17][C:18]1[C:19]([C:28]([NH:1][C:2]2[C:3]([OH:14])=[N:4][CH:5]=[C:6]([S:8]([C:10]([F:13])([F:12])[F:11])=[O:9])[CH:7]=2)=[O:29])=[N:20][CH:21]=[C:22]([C:24]([F:27])([F:25])[F:26])[CH:23]=1)[CH3:16]. (6) Given the reactants [O:1]=[C:2]1[O:6][C:5]([CH2:7][CH2:8][C:9]([OH:11])=O)=[N:4][N:3]1[C:12]1[CH:17]=[CH:16][CH:15]=[CH:14][CH:13]=1.[B-](F)(F)(F)F.CCOC(C(C#N)=NOC(N(C)C)=[N+](C)C)=O.[NH:40]1[CH2:45][CH2:44][CH2:43][CH2:42][CH2:41]1, predict the reaction product. The product is: [O:11]=[C:9]([N:40]1[CH2:45][CH2:44][CH2:43][CH2:42][CH2:41]1)[CH2:8][CH2:7][C:5]1[O:6][C:2](=[O:1])[N:3]([C:12]2[CH:17]=[CH:16][CH:15]=[CH:14][CH:13]=2)[N:4]=1.